From a dataset of Catalyst prediction with 721,799 reactions and 888 catalyst types from USPTO. Predict which catalyst facilitates the given reaction. (1) Reactant: Cl[CH2:2][CH2:3][O:4][C:5]1[CH:10]=[CH:9][C:8]([C:11]([C:23]2[CH:28]=[CH:27][C:26]([OH:29])=[CH:25][CH:24]=2)=[C:12]([C:15]2[CH:20]=[CH:19][N:18]([CH3:21])[C:17](=[O:22])[CH:16]=2)[CH2:13][CH3:14])=[CH:7][CH:6]=1.[CH3:30][NH2:31]. Product: [OH:29][C:26]1[CH:27]=[CH:28][C:23](/[C:11](/[C:8]2[CH:9]=[CH:10][C:5]([O:4][CH2:3][CH2:2][NH:31][CH3:30])=[CH:6][CH:7]=2)=[C:12](/[C:15]2[CH:20]=[CH:19][N:18]([CH3:21])[C:17](=[O:22])[CH:16]=2)\[CH2:13][CH3:14])=[CH:24][CH:25]=1. The catalyst class is: 5. (2) Reactant: [CH:1]1[C:10]2[C:5](=[CH:6][CH:7]=[CH:8][CH:9]=2)[CH:4]=[CH:3][C:2]=1[C:11]([C:13]1[CH:17]=[CH:16][NH:15][CH:14]=1)=[O:12].[Cl:18][CH2:19][C:20](Cl)=[O:21].[Cl-].[Al+3].[Cl-].[Cl-]. Product: [Cl:18][CH2:19][C:20]([C:16]1[NH:15][CH:14]=[C:13]([C:11]([C:2]2[CH:3]=[CH:4][C:5]3[C:10](=[CH:9][CH:8]=[CH:7][CH:6]=3)[CH:1]=2)=[O:12])[CH:17]=1)=[O:21]. The catalyst class is: 26. (3) Reactant: C(N(C(C)C)C(C)C)C.[Cl:10]CCl.Cl.Cl.[CH3:15][N:16]1[C:25]2[C:20](=[CH:21][C:22]([O:26][CH2:27][CH2:28][CH2:29][CH2:30][CH2:31][NH:32][CH2:33][CH2:34][C:35]3[CH:36]=[N:37][CH:38]=[CH:39][CH:40]=3)=[CH:23][CH:24]=2)[CH:19]=[CH:18][C:17]1=[O:41].[C:42]1([N:48]=[C:49]=[O:50])[CH:47]=[CH:46][CH:45]=[CH:44][CH:43]=1. Product: [ClH:10].[CH3:15][N:16]1[C:25]2[C:20](=[CH:21][C:22]([O:26][CH2:27][CH2:28][CH2:29][CH2:30][CH2:31][N:32]([CH2:33][CH2:34][C:35]3[CH:36]=[N:37][CH:38]=[CH:39][CH:40]=3)[C:49]([NH:48][C:42]3[CH:47]=[CH:46][CH:45]=[CH:44][CH:43]=3)=[O:50])=[CH:23][CH:24]=2)[CH:19]=[CH:18][C:17]1=[O:41]. The catalyst class is: 11.